From a dataset of Catalyst prediction with 721,799 reactions and 888 catalyst types from USPTO. Predict which catalyst facilitates the given reaction. (1) Reactant: C([O:3][C:4]([C:6]1[CH:7]=[C:8]2[C:13](=[CH:14][CH:15]=1)[CH2:12][N:11]([CH:16]1[CH2:18][CH2:17]1)[CH2:10][C:9]2([CH3:20])[CH3:19])=O)C.[H-].C([Al+]CC(C)C)C(C)C. Product: [CH:16]1([N:11]2[CH2:10][C:9]([CH3:19])([CH3:20])[C:8]3[C:13](=[CH:14][CH:15]=[C:6]([CH2:4][OH:3])[CH:7]=3)[CH2:12]2)[CH2:18][CH2:17]1. The catalyst class is: 4. (2) Reactant: [CH3:1][O:2][C:3]1[CH:4]=[CH:5][C:6]([NH:11][C:12]2[C:13]3[N:33]=[CH:32][S:31][C:14]=3[N:15]=[C:16]([N:18]3[CH2:22][CH2:21][CH:20]([NH:23]C(=O)OC(C)(C)C)[CH2:19]3)[N:17]=2)=[N:7][C:8]=1[O:9][CH3:10].[ClH:34]. Product: [ClH:34].[NH2:23][CH:20]1[CH2:21][CH2:22][N:18]([C:16]2[N:17]=[C:12]([NH:11][C:6]3[CH:5]=[CH:4][C:3]([O:2][CH3:1])=[C:8]([O:9][CH3:10])[N:7]=3)[C:13]3[N:33]=[CH:32][S:31][C:14]=3[N:15]=2)[CH2:19]1. The catalyst class is: 12. (3) Reactant: [F:1][C:2]1[C:3]([C:8]2[NH:9][CH:10]=[CH:11][N:12]=2)=[N:4][CH:5]=[CH:6][CH:7]=1.C(=O)([O-])[O-].[K+].[K+].Br[CH2:20][C:21]1[C:30]([CH2:31][CH2:32][CH3:33])=[C:29]2[C:24]([CH:25]=[CH:26][C:27]([CH3:34])=[N:28]2)=[CH:23][N:22]=1.CCOC(C)=O. Product: [F:1][C:2]1[C:3]([C:8]2[N:12]([CH2:20][C:21]3[C:30]([CH2:31][CH2:32][CH3:33])=[C:29]4[C:24]([CH:25]=[CH:26][C:27]([CH3:34])=[N:28]4)=[CH:23][N:22]=3)[CH:11]=[CH:10][N:9]=2)=[N:4][CH:5]=[CH:6][CH:7]=1. The catalyst class is: 3. (4) Reactant: [CH3:1][O:2][C:3]1[CH:8]=[CH:7][C:6]([NH2:9])=[CH:5][CH:4]=1.[CH3:10][O:11][C:12]1[CH:21]=[CH:20][C:15]([C:16](=[O:19])[CH2:17]Br)=[CH:14][CH:13]=1.C(N(CC)CC)C. Product: [CH3:10][O:11][C:12]1[CH:21]=[CH:20][C:15]([C:16](=[O:19])[CH2:17][NH:9][C:6]2[CH:7]=[CH:8][C:3]([O:2][CH3:1])=[CH:4][CH:5]=2)=[CH:14][CH:13]=1. The catalyst class is: 3. (5) Reactant: C([N:8]([CH2:19][CH2:20][C:21]1[CH:26]=[CH:25][C:24]([S:27]([C:30]2[CH:38]=[CH:37][C:33]([C:34]([O-:36])=[O:35])=[C:32]([F:39])[CH:31]=2)(=[O:29])=[O:28])=[CH:23][CH:22]=1)[CH2:9][C@@H:10]([C:12]1[CH:17]=[CH:16][CH:15]=[C:14]([Cl:18])[CH:13]=1)[OH:11])C1C=CC=CC=1.[CH2:40](O)[CH3:41]. Product: [ClH:18].[Cl:18][C:14]1[CH:13]=[C:12]([C@@H:10]([OH:11])[CH2:9][NH:8][CH2:19][CH2:20][C:21]2[CH:22]=[CH:23][C:24]([S:27]([C:30]3[CH:38]=[CH:37][C:33]([C:34]([O:36][CH2:40][CH3:41])=[O:35])=[C:32]([F:39])[CH:31]=3)(=[O:28])=[O:29])=[CH:25][CH:26]=2)[CH:17]=[CH:16][CH:15]=1. The catalyst class is: 33.